This data is from Peptide-MHC class I binding affinity with 185,985 pairs from IEDB/IMGT. The task is: Regression. Given a peptide amino acid sequence and an MHC pseudo amino acid sequence, predict their binding affinity value. This is MHC class I binding data. (1) The peptide sequence is RLLIWAYLSK. The MHC is H-2-Kb with pseudo-sequence H-2-Kb. The binding affinity (normalized) is 0.00946. (2) The peptide sequence is GMEAQFLYLY. The MHC is HLA-A29:02 with pseudo-sequence HLA-A29:02. The binding affinity (normalized) is 0.690. (3) The binding affinity (normalized) is 0.0847. The peptide sequence is WASRELERF. The MHC is HLA-A69:01 with pseudo-sequence HLA-A69:01. (4) The binding affinity (normalized) is 0.0847. The peptide sequence is RVWRGEQGK. The MHC is HLA-B35:01 with pseudo-sequence HLA-B35:01. (5) The binding affinity (normalized) is 0.0847. The MHC is HLA-A02:11 with pseudo-sequence HLA-A02:11. The peptide sequence is RFNAIWFNH.